This data is from Catalyst prediction with 721,799 reactions and 888 catalyst types from USPTO. The task is: Predict which catalyst facilitates the given reaction. Reactant: C(=O)(O)O.[NH:5]([C:7](=[NH:9])[NH2:8])[NH2:6].[Cl:10][C:11]1[CH:12]=[C:13]([CH:17]=[CH:18][C:19]=1[Cl:20])[C:14](Cl)=[O:15].[OH-].[Na+]. Product: [Cl:10][C:11]1[CH:12]=[C:13]([CH:17]=[CH:18][C:19]=1[Cl:20])[C:14]([NH:6][NH:5][C:7](=[NH:8])[NH2:9])=[O:15]. The catalyst class is: 228.